This data is from Full USPTO retrosynthesis dataset with 1.9M reactions from patents (1976-2016). The task is: Predict the reactants needed to synthesize the given product. (1) Given the product [CH3:1][S:2]([CH2:5][CH2:6][O:7][C:8]1[CH:9]=[C:10]([C:19]2[N:20]=[C:21]3[C:27]([C:28](=[O:33])[C:29]([CH3:31])([CH3:30])[CH3:32])=[CH:26][NH:25][C:22]3=[N:23][CH:24]=2)[CH:11]=[C:12]([N:14]2[CH2:18][CH2:17][CH2:16][CH2:15]2)[CH:13]=1)(=[O:4])=[O:3], predict the reactants needed to synthesize it. The reactants are: [CH3:1][S:2]([CH2:5][CH2:6][O:7][C:8]1[CH:9]=[C:10]([C:19]2[N:20]=[C:21]3[C:27]([C:28](=[O:33])[C:29]([CH3:32])([CH3:31])[CH3:30])=[CH:26][N:25](COCC[Si](C)(C)C)[C:22]3=[N:23][CH:24]=2)[CH:11]=[C:12]([N:14]2[CH2:18][CH2:17][CH2:16][CH2:15]2)[CH:13]=1)(=[O:4])=[O:3].CO.Cl.C([O-])(O)=O.[Na+]. (2) The reactants are: [B:1](OC(C)C)([O:6]C(C)C)[O:2]C(C)C.Br[C:15]1[CH:16]=[C:17]([NH:22][S:23]([C:26]2[CH:31]=[CH:30][CH:29]=[CH:28][CH:27]=2)(=[O:25])=[O:24])[C:18]([Cl:21])=[N:19][CH:20]=1.C([Li])CCC. Given the product [Cl:21][C:18]1[N:19]=[CH:20][C:15]([B:1]([OH:6])[OH:2])=[CH:16][C:17]=1[NH:22][S:23]([C:26]1[CH:31]=[CH:30][CH:29]=[CH:28][CH:27]=1)(=[O:25])=[O:24], predict the reactants needed to synthesize it. (3) Given the product [Cl:1][C:2]1[N:3]=[C:4]([C:9]([NH:11][C@H:12]2[CH2:17][CH2:16][N:15]([C:18]3[S:19][C:20]([C:25]([O:27][CH2:28][CH3:29])=[O:26])=[C:21]([CH:23]=[N:35][O:34][CH3:33])[N:22]=3)[CH2:14][C@H:13]2[O:30][CH3:31])=[O:10])[NH:5][C:6]=1[CH2:7][CH3:8], predict the reactants needed to synthesize it. The reactants are: [Cl:1][C:2]1[N:3]=[C:4]([C:9]([NH:11][C@H:12]2[CH2:17][CH2:16][N:15]([C:18]3[S:19][C:20]([C:25]([O:27][CH2:28][CH3:29])=[O:26])=[C:21]([CH:23]=O)[N:22]=3)[CH2:14][C@H:13]2[O:30][CH3:31])=[O:10])[NH:5][C:6]=1[CH2:7][CH3:8].Cl.[CH3:33][O:34][NH2:35]. (4) Given the product [CH3:34][C:27]1([CH3:35])[C:26]2[C:31](=[CH:32][C:23]([Br:22])=[CH:24][CH:25]=2)[C:30]([S:42][C:36]2[CH:41]=[CH:40][CH:39]=[CH:38][CH:37]=2)=[CH:29][CH2:28]1, predict the reactants needed to synthesize it. The reactants are: C1C2C(=CC=CC=2)C=CC1.C1(=O)C2C(CC=CC=2)CCC1.[Br:22][C:23]1[CH:32]=[C:31]2[C:26]([C:27]([CH3:35])([CH3:34])[CH2:28][CH2:29][C:30]2=O)=[CH:25][CH:24]=1.[C:36]1([SH:42])[CH:41]=[CH:40][CH:39]=[CH:38][CH:37]=1. (5) Given the product [CH3:5][O:6][C:7]1[N:12]=[CH:11][C:10]([CH2:13][C:15]#[N:16])=[CH:9][CH:8]=1, predict the reactants needed to synthesize it. The reactants are: S(Cl)(Cl)=O.[CH3:5][O:6][C:7]1[N:12]=[CH:11][C:10]([CH2:13]O)=[CH:9][CH:8]=1.[C-:15]#[N:16].[K+].O. (6) Given the product [F:11][C:12]1[C:21]2[C:16](=[CH:17][CH:18]=[CH:19][CH:20]=2)[C:3]([O:2][CH3:1])=[C:14]([CH:15]=[O:22])[CH:13]=1, predict the reactants needed to synthesize it. The reactants are: [CH3:1][O:2][CH:3](Cl)Cl.[Sn](Cl)(Cl)(Cl)Cl.[F:11][C:12]1[C:21]2[C:16](=[CH:17][CH:18]=[CH:19][CH:20]=2)[C:15]([O:22]C)=[CH:14][CH:13]=1. (7) Given the product [CH:12]1([C:18]2[N:19]([C:2]3[CH:7]=[C:6]([F:8])[CH:5]=[CH:4][C:3]=3[N+:9]([O-:11])=[O:10])[CH:20]=[C:21]([CH3:23])[N:22]=2)[CH2:13][CH2:14][CH2:15][CH2:16][CH2:17]1, predict the reactants needed to synthesize it. The reactants are: F[C:2]1[CH:7]=[C:6]([F:8])[CH:5]=[CH:4][C:3]=1[N+:9]([O-:11])=[O:10].[CH:12]1([C:18]2[NH:19][CH:20]=[C:21]([CH3:23])[N:22]=2)[CH2:17][CH2:16][CH2:15][CH2:14][CH2:13]1.C(=O)([O-])[O-].[K+].[K+]. (8) Given the product [CH2:1]([N:8]1[CH2:13][CH2:12][C@@H:11]([NH:14][C:15](=[O:21])[O:16][C:17]([CH3:18])([CH3:19])[CH3:20])[C@H:10]([CH2:22][O:23][C:30]2[CH:31]=[CH:32][C:27]([O:26][CH:25]([F:34])[F:24])=[CH:28][CH:29]=2)[CH2:9]1)[C:2]1[CH:3]=[CH:4][CH:5]=[CH:6][CH:7]=1, predict the reactants needed to synthesize it. The reactants are: [CH2:1]([N:8]1[CH2:13][CH2:12][C@@H:11]([NH:14][C:15](=[O:21])[O:16][C:17]([CH3:20])([CH3:19])[CH3:18])[C@H:10]([CH2:22][OH:23])[CH2:9]1)[C:2]1[CH:7]=[CH:6][CH:5]=[CH:4][CH:3]=1.[F:24][CH:25]([F:34])[O:26][C:27]1[CH:32]=[CH:31][C:30](O)=[CH:29][CH:28]=1.C1CCN(C(N=NC(N2CCCCC2)=O)=O)CC1.P(CCCC)(CCCC)CCCC.